This data is from Catalyst prediction with 721,799 reactions and 888 catalyst types from USPTO. The task is: Predict which catalyst facilitates the given reaction. (1) Reactant: [CH3:1][C:2]1([CH3:31])[CH2:11][CH2:10][C:9]2[N:8]=[CH:7][N:6]=[C:5]([N:12]3[CH2:18][C:17]4[CH:19]=[C:20]([C:23]5[CH:24]=[C:25]([NH2:30])[C:26]([NH2:29])=[N:27][CH:28]=5)[CH:21]=[CH:22][C:16]=4[O:15][CH2:14][CH2:13]3)[C:4]=2[CH2:3]1.[CH3:32][O:33][C:34]([NH:36][C:37](=NC(OC)=O)SC)=[O:35]. Product: [CH3:1][C:2]1([CH3:31])[CH2:11][CH2:10][C:9]2[N:8]=[CH:7][N:6]=[C:5]([N:12]3[CH2:18][C:17]4[CH:19]=[C:20]([C:23]5[CH:24]=[C:25]6[NH:30][C:37]([NH:36][C:34](=[O:35])[O:33][CH3:32])=[N:29][C:26]6=[N:27][CH:28]=5)[CH:21]=[CH:22][C:16]=4[O:15][CH2:14][CH2:13]3)[C:4]=2[CH2:3]1. The catalyst class is: 15. (2) Reactant: Cl.[NH2:2][C@H:3]1[CH2:7][C@@H:6]([C:8]([O:10][CH3:11])=[O:9])[CH:5]=[CH:4]1.[C:12]([O:16][C:17](O[C:17]([O:16][C:12]([CH3:15])([CH3:14])[CH3:13])=[O:18])=[O:18])([CH3:15])([CH3:14])[CH3:13].C(N(CC)CC)C. Product: [C:12]([O:16][C:17]([NH:2][C@H:3]1[CH2:7][C@@H:6]([C:8]([O:10][CH3:11])=[O:9])[CH:5]=[CH:4]1)=[O:18])([CH3:15])([CH3:14])[CH3:13]. The catalyst class is: 2. (3) Reactant: [CH2:1]([C:3]1[CH:14]=[CH:13][C:6]([CH2:7][CH2:8]CC([O-])=O)=[CH:5][CH:4]=1)[CH3:2].[OH-:15].[Na+].CO.O. Product: [CH2:1]([C:3]1[CH:14]=[CH:13][C:6]([CH2:7][CH2:8][OH:15])=[CH:5][CH:4]=1)[CH3:2]. The catalyst class is: 7. (4) Reactant: [F:1][C:2]1[CH:3]=[C:4]2[C:9](=[CH:10][C:11]=1[CH3:12])[C:8](=[O:13])[NH:7][CH:6]=[CH:5]2.C(=O)([O-])[O-].[Cs+].[Cs+].[CH3:20][O:21][C:22]1[CH:29]=[CH:28][C:25]([CH2:26]Cl)=[CH:24][CH:23]=1.O. Product: [F:1][C:2]1[CH:3]=[C:4]2[C:9](=[CH:10][C:11]=1[CH3:12])[C:8](=[O:13])[N:7]([CH2:26][C:25]1[CH:28]=[CH:29][C:22]([O:21][CH3:20])=[CH:23][CH:24]=1)[CH:6]=[CH:5]2. The catalyst class is: 3. (5) Reactant: [NH2:1][C:2]1[CH:7]=[CH:6][C:5]([CH2:8][C:9]([O:11][CH3:12])=[O:10])=[C:4]([F:13])[C:3]=1[OH:14].[F:15][C:16]1[CH:17]=[CH:18][C:19]([CH3:25])=[C:20]([N:22]=[C:23]=S)[CH:21]=1. Product: [F:15][C:16]1[CH:17]=[CH:18][C:19]([CH3:25])=[C:20]([NH:22][C:23]2[O:14][C:3]3[C:4]([F:13])=[C:5]([CH2:8][C:9]([O:11][CH3:12])=[O:10])[CH:6]=[CH:7][C:2]=3[N:1]=2)[CH:21]=1. The catalyst class is: 5. (6) Reactant: [Br:1][C:2]1[C:3]([NH:8][NH2:9])=[N:4][CH:5]=[CH:6][CH:7]=1.[C:10](N1C=CN=C1)(N1C=CN=C1)=[O:11]. Product: [Br:1][C:2]1[C:3]2[N:4]([C:10](=[O:11])[NH:9][N:8]=2)[CH:5]=[CH:6][CH:7]=1. The catalyst class is: 249. (7) Reactant: Br[CH2:2][C:3]1[CH:8]=[CH:7][C:6]([F:9])=[C:5]([O:10][C:11]2[CH:16]=[CH:15][CH:14]=[CH:13][CH:12]=2)[CH:4]=1.[C-:17]#[N:18].[Na+]. Product: [F:9][C:6]1[CH:7]=[CH:8][C:3]([CH2:2][C:17]#[N:18])=[CH:4][C:5]=1[O:10][C:11]1[CH:16]=[CH:15][CH:14]=[CH:13][CH:12]=1. The catalyst class is: 58. (8) Reactant: [Li+].[BH4-].C([O:6][CH2:7][C:8]([N:10]([C@@H:17]1[C:25]2[C:20](=[CH:21][CH:22]=[CH:23][CH:24]=2)[CH2:19][C@H:18]1[NH:26][C:27]([C:29]1[NH:33][C:32]2[S:34][C:35]([Cl:37])=[CH:36][C:31]=2[CH:30]=1)=[O:28])[CH2:11][C:12](OCC)=[O:13])=[O:9])(=O)C.Cl. Product: [Cl:37][C:35]1[S:34][C:32]2[NH:33][C:29]([C:27]([NH:26][C@@H:18]3[CH2:19][C:20]4[C:25](=[CH:24][CH:23]=[CH:22][CH:21]=4)[C@H:17]3[N:10]([C:8](=[O:9])[CH2:7][OH:6])[CH2:11][CH2:12][OH:13])=[O:28])=[CH:30][C:31]=2[CH:36]=1. The catalyst class is: 1. (9) Reactant: [Cl:1][C:2]1[C:10]([Cl:11])=[CH:9][C:5]2[N:6]=[CH:7][NH:8][C:4]=2[CH:3]=1.[O:12]1[CH:14]([C:15]([CH3:18])([CH3:17])[CH3:16])[CH2:13]1.C(=O)([O-])[O-].[K+].[K+].CN(C=O)C. Product: [Cl:11][C:10]1[C:2]([Cl:1])=[CH:3][C:4]2[N:8]([CH2:13][CH:14]([OH:12])[C:15]([CH3:18])([CH3:17])[CH3:16])[CH:7]=[N:6][C:5]=2[CH:9]=1. The catalyst class is: 13. (10) Reactant: C(OC(=O)[NH:7][C:8]1[CH:13]=[C:12]([N:14]([CH2:16][CH:17]([CH3:19])[CH3:18])[CH3:15])[C:11]([Cl:20])=[CH:10][C:9]=1[NH:21][C:22](=[O:45])[CH2:23][C:24](=O)[C:25]1[CH:30]=[CH:29][CH:28]=[C:27]([N:31]2[C:35]([CH2:36][O:37]C3CCCCO3)=[N:34][CH:33]=[N:32]2)[CH:26]=1)(C)(C)C.C(O)(C(F)(F)F)=O. Product: [Cl:20][C:11]1[C:12]([N:14]([CH2:16][CH:17]([CH3:19])[CH3:18])[CH3:15])=[CH:13][C:8]2[N:7]=[C:24]([C:25]3[CH:30]=[CH:29][CH:28]=[C:27]([N:31]4[C:35]([CH2:36][OH:37])=[N:34][CH:33]=[N:32]4)[CH:26]=3)[CH2:23][C:22](=[O:45])[NH:21][C:9]=2[CH:10]=1. The catalyst class is: 2.